This data is from hERG potassium channel inhibition data for cardiac toxicity prediction from Karim et al.. The task is: Regression/Classification. Given a drug SMILES string, predict its toxicity properties. Task type varies by dataset: regression for continuous values (e.g., LD50, hERG inhibition percentage) or binary classification for toxic/non-toxic outcomes (e.g., AMES mutagenicity, cardiotoxicity, hepatotoxicity). Dataset: herg_karim. The compound is COC(=O)c1ccc2c(C(=Nc3ccc(N(C)C(=O)CN4CCN(C)CC4)cc3)c3ccccc3)c(O)[nH]c2c1. The result is 0 (non-blocker).